Dataset: Forward reaction prediction with 1.9M reactions from USPTO patents (1976-2016). Task: Predict the product of the given reaction. (1) The product is: [N:1]([C:4]1[C:9]([F:10])=[CH:8][N:7]=[CH:6][C:5]=1/[CH:11]=[N:13]/[C:14]1[C:15]([Cl:23])=[CH:16][C:17]([C:18]#[N:19])=[CH:20][C:21]=1[Cl:22])=[N+:2]=[N-:3]. Given the reactants [N:1]([C:4]1[C:9]([F:10])=[CH:8][N:7]=[CH:6][C:5]=1[CH:11]=O)=[N+:2]=[N-:3].[NH2:13][C:14]1[C:21]([Cl:22])=[CH:20][C:17]([C:18]#[N:19])=[CH:16][C:15]=1[Cl:23].C(N(CC)CC)C, predict the reaction product. (2) Given the reactants [Cl:1][C:2]1[N:10]=[CH:9][CH:8]=[CH:7][C:3]=1[C:4](Cl)=[O:5].[NH2:11][C:12]1[CH:17]=[CH:16][CH:15]=[CH:14][C:13]=1[OH:18].CCN(C(C)C)C(C)C, predict the reaction product. The product is: [Cl:1][C:2]1[N:10]=[CH:9][CH:8]=[CH:7][C:3]=1[C:4]([NH:11][C:12]1[CH:17]=[CH:16][CH:15]=[CH:14][C:13]=1[OH:18])=[O:5]. (3) Given the reactants CO/N=C(/C1OCCON=1)\C1C=CC=CC=1[O:11][C:12]1[N:17]=[CH:16][N:15]=[C:14]([O:18]C2C=CC=CC=2Cl)[C:13]=1[F:26].C(OCC)(=O)CC(OCC)=O.S(Cl)(Cl)(=O)=O.ClC(C(OCC)=O)C(OCC)=O.FC(C(OCC)=O)C(OCC)=O, predict the reaction product. The product is: [F:26][C:13]1[C:14]([OH:18])=[N:15][CH:16]=[N:17][C:12]=1[OH:11]. (4) Given the reactants [H-].[Na+].[Br:3][CH:4]([CH2:16][CH2:17]Br)[C:5]([NH:7][CH2:8][C:9]1[CH:14]=[CH:13][C:12]([F:15])=[CH:11][CH:10]=1)=[O:6], predict the reaction product. The product is: [Br:3][CH:4]1[CH2:16][CH2:17][N:7]([CH2:8][C:9]2[CH:14]=[CH:13][C:12]([F:15])=[CH:11][CH:10]=2)[C:5]1=[O:6]. (5) Given the reactants [H-].[Al+3].[Li+].[H-].[H-].[H-].[CH3:7][O:8][CH2:9][O:10][C:11]1[CH:12]=[C:13]2[C:26](=[CH:27][CH:28]=1)[C:25]1[C:16](=[C:17]3[C:22](=[CH:23][CH:24]=1)[NH:21][C:20]([CH3:30])([CH3:29])[CH:19]=[C:18]3[CH3:31])[C:15](=[O:32])[O:14]2.Cl, predict the reaction product. The product is: [OH:14][C:13]1[CH:12]=[C:11]([O:10][CH2:9][O:8][CH3:7])[CH:28]=[CH:27][C:26]=1[C:25]1[C:16]([CH2:15][OH:32])=[C:17]2[C:22](=[CH:23][CH:24]=1)[NH:21][C:20]([CH3:30])([CH3:29])[CH:19]=[C:18]2[CH3:31]. (6) Given the reactants [F:1][C:2]([F:32])([F:31])[C:3]1[CH:4]=[C:5]([CH:24]=[C:25]([C:27]([F:30])([F:29])[F:28])[CH:26]=1)[CH2:6][N:7]([CH2:12][C:13]1[CH:18]=[C:17]([C:19]([F:22])([F:21])[F:20])[CH:16]=[CH:15][C:14]=1I)[C:8](=[O:11])[O:9][CH3:10].[C:33]([C:35]1[CH:40]=[CH:39][CH:38]=[CH:37][C:36]=1B(O)O)#[N:34].[F-].[K+].C1(P(C2CCCCC2)C2C=CC=CC=2C2C=CC=CC=2)CCCCC1, predict the reaction product. The product is: [F:1][C:2]([F:32])([F:31])[C:3]1[CH:4]=[C:5]([CH:24]=[C:25]([C:27]([F:30])([F:29])[F:28])[CH:26]=1)[CH2:6][N:7]([CH2:12][C:13]1[CH:18]=[C:17]([C:19]([F:22])([F:21])[F:20])[CH:16]=[CH:15][C:14]=1[C:36]1[CH:37]=[CH:38][CH:39]=[CH:40][C:35]=1[C:33]#[N:34])[C:8](=[O:11])[O:9][CH3:10]. (7) Given the reactants [NH:1]1[C:9]2[C:4](=[CH:5][CH:6]=[C:7]([C:10]#[N:11])[CH:8]=2)[CH:3]=[N:2]1.[H-].[Na+].Cl[C:15]1[CH:20]=[CH:19][N:18]=[C:17]([NH2:21])[N:16]=1, predict the reaction product. The product is: [NH2:21][C:17]1[N:18]=[C:19]([N:1]2[C:9]3[C:4](=[CH:5][CH:6]=[C:7]([C:10]#[N:11])[CH:8]=3)[CH:3]=[N:2]2)[CH:20]=[CH:15][N:16]=1. (8) Given the reactants [N+:1]([C:4]1[CH:9]=[CH:8][C:7](/[CH:10]=[CH:11]/[C:12]2[CH:21]=[CH:20][C:15]([C:16]([O:18][CH3:19])=[O:17])=[CH:14][CH:13]=2)=[CH:6][CH:5]=1)([O-])=O.C1COCC1, predict the reaction product. The product is: [NH2:1][C:4]1[CH:5]=[CH:6][C:7]([CH2:10][CH2:11][C:12]2[CH:13]=[CH:14][C:15]([C:16]([O:18][CH3:19])=[O:17])=[CH:20][CH:21]=2)=[CH:8][CH:9]=1. (9) Given the reactants [NH:1]1[CH:5]=[CH:4][N:3]=[C:2]1[CH2:6][C:7]([C:9]1[CH:14]=[CH:13][C:12]([C:15]#[N:16])=[CH:11][CH:10]=1)=[O:8].CO[CH:19](OC)[N:20]([CH3:22])[CH3:21], predict the reaction product. The product is: [CH3:19][N:20]([CH3:22])/[CH:21]=[C:6](\[C:2]1[NH:1][CH:5]=[CH:4][N:3]=1)/[C:7]([C:9]1[CH:14]=[CH:13][C:12]([C:15]#[N:16])=[CH:11][CH:10]=1)=[O:8].